From a dataset of NCI-60 drug combinations with 297,098 pairs across 59 cell lines. Regression. Given two drug SMILES strings and cell line genomic features, predict the synergy score measuring deviation from expected non-interaction effect. (1) Drug 1: COC1=CC(=CC(=C1O)OC)C2C3C(COC3=O)C(C4=CC5=C(C=C24)OCO5)OC6C(C(C7C(O6)COC(O7)C8=CC=CS8)O)O. Drug 2: CCN(CC)CCNC(=O)C1=C(NC(=C1C)C=C2C3=C(C=CC(=C3)F)NC2=O)C. Cell line: HS 578T. Synergy scores: CSS=7.89, Synergy_ZIP=-6.96, Synergy_Bliss=-6.03, Synergy_Loewe=-17.3, Synergy_HSA=-8.77. (2) Drug 1: C1CC(=O)NC(=O)C1N2C(=O)C3=CC=CC=C3C2=O. Drug 2: CC(C)CN1C=NC2=C1C3=CC=CC=C3N=C2N. Cell line: SK-MEL-2. Synergy scores: CSS=7.79, Synergy_ZIP=3.93, Synergy_Bliss=-1.14, Synergy_Loewe=2.02, Synergy_HSA=-0.339. (3) Drug 1: CC1=CC=C(C=C1)C2=CC(=NN2C3=CC=C(C=C3)S(=O)(=O)N)C(F)(F)F. Drug 2: CCC1(CC2CC(C3=C(CCN(C2)C1)C4=CC=CC=C4N3)(C5=C(C=C6C(=C5)C78CCN9C7C(C=CC9)(C(C(C8N6C)(C(=O)OC)O)OC(=O)C)CC)OC)C(=O)OC)O.OS(=O)(=O)O. Cell line: SK-OV-3. Synergy scores: CSS=3.11, Synergy_ZIP=-0.280, Synergy_Bliss=1.51, Synergy_Loewe=-8.51, Synergy_HSA=-1.53. (4) Drug 1: CC1C(C(CC(O1)OC2CC(CC3=C2C(=C4C(=C3O)C(=O)C5=C(C4=O)C(=CC=C5)OC)O)(C(=O)CO)O)N)O.Cl. Drug 2: C(CC(=O)O)C(=O)CN.Cl. Cell line: SF-295. Synergy scores: CSS=4.72, Synergy_ZIP=-2.89, Synergy_Bliss=-1.73, Synergy_Loewe=-0.197, Synergy_HSA=-0.528. (5) Drug 1: CNC(=O)C1=NC=CC(=C1)OC2=CC=C(C=C2)NC(=O)NC3=CC(=C(C=C3)Cl)C(F)(F)F. Drug 2: CN(CCCl)CCCl.Cl. Cell line: MDA-MB-231. Synergy scores: CSS=14.1, Synergy_ZIP=-2.02, Synergy_Bliss=2.71, Synergy_Loewe=-4.03, Synergy_HSA=2.33. (6) Drug 1: C1=C(C(=O)NC(=O)N1)F. Drug 2: CC=C1C(=O)NC(C(=O)OC2CC(=O)NC(C(=O)NC(CSSCCC=C2)C(=O)N1)C(C)C)C(C)C. Cell line: CCRF-CEM. Synergy scores: CSS=38.0, Synergy_ZIP=-7.70, Synergy_Bliss=-15.1, Synergy_Loewe=-14.5, Synergy_HSA=-13.2.